From a dataset of Reaction yield outcomes from USPTO patents with 853,638 reactions. Predict the reaction yield, written as a fraction of the theoretical maximum amount of product (1.0 means a 100% yield; for example, 0.34 means a 34% yield). (1) The reactants are Br[C:2]1[C:3]([F:31])=[C:4]([C:18]([CH3:30])=[C:19]([N:21]([CH2:28][CH3:29])[CH:22]2[CH2:27][CH2:26][O:25][CH2:24][CH2:23]2)[CH:20]=1)[C:5]([NH:7][CH2:8][C:9]1[C:10](=[O:17])[NH:11][C:12]([CH3:16])=[CH:13][C:14]=1[CH3:15])=[O:6].CC1(C)C(C)(C)OB([C:40]2[CH:52]=[CH:51][C:43]([CH2:44][N:45]3[CH2:50][CH2:49][O:48][CH2:47][CH2:46]3)=[CH:42][CH:41]=2)O1.C([O-])([O-])=O.[Na+].[Na+]. The catalyst is O1CCOCC1.O.[Pd].C1(P(C2C=CC=CC=2)C2C=CC=CC=2)C=CC=CC=1. The product is [CH3:15][C:14]1[CH:13]=[C:12]([CH3:16])[NH:11][C:10](=[O:17])[C:9]=1[CH2:8][NH:7][C:5]([C:4]1[C:3]([F:31])=[C:2]([C:40]2[CH:41]=[CH:42][C:43]([CH2:44][N:45]3[CH2:50][CH2:49][O:48][CH2:47][CH2:46]3)=[CH:51][CH:52]=2)[CH:20]=[C:19]([N:21]([CH2:28][CH3:29])[CH:22]2[CH2:27][CH2:26][O:25][CH2:24][CH2:23]2)[C:18]=1[CH3:30])=[O:6]. The yield is 0.520. (2) The reactants are [CH:1]1([C:4]2[N:9]=[C:8]([NH:10][C:11]3[CH:16]=[C:15](B4OC(C)(C)C(C)(C)O4)[CH:14]=[CH:13][N:12]=3)[CH:7]=[CH:6][N:5]=2)[CH2:3][CH2:2]1.Br[C:27]1[C:28]([CH3:35])=[C:29]([NH2:34])[C:30]([Cl:33])=[N:31][CH:32]=1.C(=O)([O-])[O-].[K+].[K+].O1CCOCC1. The catalyst is [Pd].[Si]([O-])([O-])([O-])[O-].O. The product is [Cl:33][C:30]1[N:31]=[CH:32][C:27]([C:15]2[CH:14]=[CH:13][N:12]=[C:11]([NH:10][C:8]3[CH:7]=[CH:6][N:5]=[C:4]([CH:1]4[CH2:2][CH2:3]4)[N:9]=3)[CH:16]=2)=[C:28]([CH3:35])[C:29]=1[NH2:34]. The yield is 0.760. (3) The reactants are [NH2:1][C:2]1[CH:7]=[CH:6][C:5]([N:8]2[C:14](=[O:15])[CH2:13][C:12](=[O:16])[NH:11][C:10]3[C:17]4[C:22]([CH:23]=[CH:24][C:9]2=3)=[CH:21][CH:20]=[CH:19][CH:18]=4)=[CH:4][CH:3]=1.[C:25]1([S:31](Cl)(=[O:33])=[O:32])[CH:30]=[CH:29][CH:28]=[CH:27][CH:26]=1. The catalyst is N1C=CC=CC=1. The product is [O:16]=[C:12]1[NH:11][C:10]2[C:17]3[C:22]([CH:23]=[CH:24][C:9]=2[N:8]([C:5]2[CH:6]=[CH:7][C:2]([NH:1][S:31]([C:25]4[CH:30]=[CH:29][CH:28]=[CH:27][CH:26]=4)(=[O:33])=[O:32])=[CH:3][CH:4]=2)[C:14](=[O:15])[CH2:13]1)=[CH:21][CH:20]=[CH:19][CH:18]=3. The yield is 0.970. (4) The reactants are Cl[C:2]([O:4][CH2:5][C:6]([Cl:9])([Cl:8])[Cl:7])=[O:3].[F:10][C:11]1[CH:12]=[C:13]([CH:15]=[C:16]([N:18]2[CH2:23][CH2:22][O:21][CH2:20][CH2:19]2)[CH:17]=1)[NH2:14].C(N(CC)CC)C. The catalyst is C1COCC1. The product is [Cl:7][C:6]([Cl:9])([Cl:8])[CH2:5][O:4][C:2](=[O:3])[NH:14][C:13]1[CH:15]=[C:16]([N:18]2[CH2:19][CH2:20][O:21][CH2:22][CH2:23]2)[CH:17]=[C:11]([F:10])[CH:12]=1. The yield is 0.990.